Dataset: Human liver microsome stability data. Task: Regression/Classification. Given a drug SMILES string, predict its absorption, distribution, metabolism, or excretion properties. Task type varies by dataset: regression for continuous measurements (e.g., permeability, clearance, half-life) or binary classification for categorical outcomes (e.g., BBB penetration, CYP inhibition). Dataset: hlm. (1) The compound is O=C(O)/C(O)=C/C(=O)c1cc(Cc2ccc(F)cc2F)cn(Cc2ccccc2F)c1=O. The result is 0 (unstable in human liver microsomes). (2) The drug is CN(C)Cc1cc2c(nc(O)c3cccc(O)c32)s1. The result is 1 (stable in human liver microsomes). (3) The compound is CC(N)C1(c2ccc(Cl)c(Cl)c2)CCCCC1. The result is 0 (unstable in human liver microsomes). (4) The molecule is Cn1c(C(N)=O)cc2cc(NC(=O)C(C)(C)NC(=O)c3ccc4c(C5CCCCC5)c(-c5ccccn5)n(C)c4c3)ccc21. The result is 1 (stable in human liver microsomes). (5) The molecule is CC(C)(C)CCN1C(=O)C(C2=NS(=O)(=O)c3cc(NS(C)(=O)=O)ccc3N2)=C(O)C2CCCCC21. The result is 1 (stable in human liver microsomes). (6) The result is 0 (unstable in human liver microsomes). The drug is CN1CCN(c2cc(Cl)c(C(=O)Nc3cccc(-c4nc5ccccc5s4)c3)cc2[N+](=O)[O-])CC1.